This data is from Reaction yield outcomes from USPTO patents with 853,638 reactions. The task is: Predict the reaction yield, written as a fraction of the theoretical maximum amount of product (1.0 means a 100% yield; for example, 0.34 means a 34% yield). (1) The reactants are [NH2:1][C:2]1[N:7]=[CH:6][N:5]=[C:4]2[N:8]([CH:20]([C:22]3[O:23][C:24]4[C:29]([C:30](=[O:39])[C:31]=3[C:32]3[CH:37]=[CH:36][CH:35]=[C:34]([F:38])[CH:33]=3)=[CH:28][CH:27]=[CH:26][CH:25]=4)[CH3:21])[N:9]=[C:10]([C:11]3[CH:16]=[CH:15][C:14]([O:17]C)=[C:13]([F:19])[CH:12]=3)[C:3]=12. The catalyst is ClCCl.B(Br)(Br)Br. The product is [NH2:1][C:2]1[N:7]=[CH:6][N:5]=[C:4]2[N:8]([CH:20]([C:22]3[O:23][C:24]4[C:29]([C:30](=[O:39])[C:31]=3[C:32]3[CH:37]=[CH:36][CH:35]=[C:34]([F:38])[CH:33]=3)=[CH:28][CH:27]=[CH:26][CH:25]=4)[CH3:21])[N:9]=[C:10]([C:11]3[CH:16]=[CH:15][C:14]([OH:17])=[C:13]([F:19])[CH:12]=3)[C:3]=12. The yield is 0.630. (2) The catalyst is O. The product is [NH2:9][C:5]1[C:6]([F:8])=[CH:7][C:2]([Cl:1])=[C:3]([OH:12])[CH:4]=1. The yield is 0.800. The reactants are [Cl:1][C:2]1[CH:7]=[C:6]([F:8])[C:5]([N+:9]([O-])=O)=[CH:4][C:3]=1[OH:12].[Cl-].[Ca+2].[Cl-].C(O)C. (3) The reactants are O=P(Cl)(Cl)[Cl:3].[CH3:6][C@H:7]1[C:15]2[C:14](O)=[N:13][CH:12]=[N:11][C:10]=2[CH2:9][CH2:8]1.C([O-])(O)=O.[Na+]. The catalyst is ClCCCl. The product is [Cl:3][C:14]1[C:15]2[C@H:7]([CH3:6])[CH2:8][CH2:9][C:10]=2[N:11]=[CH:12][N:13]=1. The yield is 0.611.